Dataset: Forward reaction prediction with 1.9M reactions from USPTO patents (1976-2016). Task: Predict the product of the given reaction. (1) The product is: [C:15]([C:2]1[CH:7]=[CH:6][C:5]([C:8]([F:14])([F:13])[C:9]([F:12])([F:11])[F:10])=[CH:4][N:3]=1)#[N:16]. Given the reactants Cl[C:2]1[CH:7]=[CH:6][C:5]([C:8]([F:14])([F:13])[C:9]([F:12])([F:11])[F:10])=[CH:4][N:3]=1.[CH3:15][N:16]1CCCC1=O.O, predict the reaction product. (2) Given the reactants C[O:2][C:3]1[C:8]([CH3:9])=[CH:7][C:6]([C:10]2[N:15]3[CH:16]=[CH:17][N:18]=[C:14]3[CH:13]=[N:12][C:11]=2[CH3:19])=[C:5]([CH3:20])[CH:4]=1.B(Br)(Br)Br, predict the reaction product. The product is: [CH3:9][C:8]1[CH:7]=[C:6]([C:10]2[N:15]3[CH:16]=[CH:17][N:18]=[C:14]3[CH:13]=[N:12][C:11]=2[CH3:19])[C:5]([CH3:20])=[CH:4][C:3]=1[OH:2]. (3) Given the reactants [CH3:1][O:2][C:3]1[CH:4]=[C:5]([CH2:11][CH2:12][NH2:13])[CH:6]=[CH:7][C:8]=1[O:9][CH3:10].[C:14]1([CH2:20][C:21](Cl)=[O:22])[CH:19]=[CH:18][CH:17]=[CH:16][CH:15]=1, predict the reaction product. The product is: [CH3:1][O:2][C:3]1[CH:4]=[C:5]([CH2:11][CH2:12][NH:13][C:21](=[O:22])[CH2:20][C:14]2[CH:19]=[CH:18][CH:17]=[CH:16][CH:15]=2)[CH:6]=[CH:7][C:8]=1[O:9][CH3:10]. (4) Given the reactants [CH3:1][NH:2][S:3]([C:6]1[CH:11]=[CH:10][C:9]([N+:12]([O-])=O)=[CH:8][CH:7]=1)(=[O:5])=[O:4], predict the reaction product. The product is: [CH3:1][NH:2][S:3]([C:6]1[CH:11]=[CH:10][C:9]([NH2:12])=[CH:8][CH:7]=1)(=[O:4])=[O:5]. (5) Given the reactants [CH3:1][N:2]1[C:6]2[CH:7]=[CH:8][CH:9]=[CH:10][C:5]=2[N:4]=[C:3]1[S:11][CH2:12][C:13]([N:15]1[CH2:23][CH2:22][CH2:21][C@H:16]1[C:17]([O:19]C)=O)=[O:14].[OH-].[Na+].Cl.[NH2:27][C:28]1[CH:33]=[CH:32][CH:31]=[CH:30][C:29]=1[C:34]1[CH:39]=[CH:38][CH:37]=[CH:36][CH:35]=1.P(Cl)(Cl)(Cl)=O, predict the reaction product. The product is: [C:29]1([C:34]2[CH:35]=[CH:36][CH:37]=[CH:38][CH:39]=2)[CH:30]=[CH:31][CH:32]=[CH:33][C:28]=1[NH:27][C:17](=[O:19])[C@@H:16]1[CH2:21][CH2:22][CH2:23][N:15]1[C:13](=[O:14])[CH2:12][S:11][C:3]1[N:2]([CH3:1])[C:6]2[CH:7]=[CH:8][CH:9]=[CH:10][C:5]=2[N:4]=1. (6) Given the reactants C1C2C(=CC=CC=2)C=C[C:2]=1[C:11](=[O:26])[CH2:12][C:13]([O:15][C:16]([CH3:25])([CH2:19][CH2:20][CH:21]=[C:22]([CH3:24])[CH3:23])[CH:17]=[CH2:18])=[O:14].CC(O)(CCC=C(C)C)C=C.C=C1OC(=O)C1, predict the reaction product. The product is: [O:26]=[C:11]([CH3:2])[CH2:12][C:13]([O:15][C:16]([CH3:25])([CH2:19][CH2:20][CH:21]=[C:22]([CH3:24])[CH3:23])[CH:17]=[CH2:18])=[O:14]. (7) Given the reactants [CH3:1][C:2]1[CH:6]=[C:5]([CH2:7]C(O)=O)[O:4][N:3]=1.C1(P(N=[N+]=[N-])(C2C=CC=CC=2)=[O:18])C=CC=CC=1.C([N:30]([CH2:33]C)CC)C.[C:35]([OH:39])([CH3:38])([CH3:37])[CH3:36], predict the reaction product. The product is: [CH3:1][C:2]1[CH:6]=[C:5]([CH2:7][NH:30][C:33](=[O:18])[O:39][C:35]([CH3:38])([CH3:37])[CH3:36])[O:4][N:3]=1. (8) Given the reactants [CH3:1][N:2]1[C:10]2[C:5](=[C:6]([C:11]3[NH:15][N:14]=[C:13]([NH:16]S(C4SC(Cl)=C(Cl)C=4)(=O)=O)[CH:12]=3)[CH:7]=[CH:8][CH:9]=2)[C:4]([CH2:27][C:28]2[CH:37]=[CH:36][C:35]3[C:30](=[CH:31][CH:32]=[CH:33][CH:34]=3)[CH:29]=2)=[CH:3]1.ClC1C=C(S(N2C(C3C=CC=C4C=3C(CC3C=CC5C(=CC=CC=5)C=3)=CN4C)=CC(N)=N2)(=O)=O)SC=1Cl.ClC1SC(S(Cl)(=O)=O)=CC=1Cl, predict the reaction product. The product is: [CH3:1][N:2]1[C:10]2[C:5](=[C:6]([C:11]3[NH:15][N:14]=[C:13]([NH2:16])[CH:12]=3)[CH:7]=[CH:8][CH:9]=2)[C:4]([CH2:27][C:28]2[CH:37]=[CH:36][C:35]3[C:30](=[CH:31][CH:32]=[CH:33][CH:34]=3)[CH:29]=2)=[CH:3]1. (9) Given the reactants [N:1]1[CH:6]=[CH:5][C:4]([N:7]2[CH2:12][CH2:11][NH:10][CH2:9][CH2:8]2)=[CH:3][CH:2]=1.C(N(CC)CC)C.Br[CH2:21][C:22]1[CH:31]=[CH:30][C:25]([C:26]([O:28][CH3:29])=[O:27])=[CH:24][CH:23]=1, predict the reaction product. The product is: [N:1]1[CH:6]=[CH:5][C:4]([N:7]2[CH2:8][CH2:9][N:10]([CH2:21][C:22]3[CH:31]=[CH:30][C:25]([C:26]([O:28][CH3:29])=[O:27])=[CH:24][CH:23]=3)[CH2:11][CH2:12]2)=[CH:3][CH:2]=1.